Dataset: CYP2C9 inhibition data for predicting drug metabolism from PubChem BioAssay. Task: Regression/Classification. Given a drug SMILES string, predict its absorption, distribution, metabolism, or excretion properties. Task type varies by dataset: regression for continuous measurements (e.g., permeability, clearance, half-life) or binary classification for categorical outcomes (e.g., BBB penetration, CYP inhibition). Dataset: cyp2c9_veith. (1) The drug is COc1cccc(NC(=O)CSc2nc3c(c(-c4ccco4)c2C#N)CCCC3)c1. The result is 0 (non-inhibitor). (2) The drug is COc1cccc(CSc2nnc(C(F)(F)F)n2Cc2ccc(F)cc2)c1. The result is 1 (inhibitor). (3) The result is 0 (non-inhibitor). The drug is O=C(Oc1ccccc1)N1CCC2(CCCN(Cc3ccccc3)C2)CC1. (4) The result is 1 (inhibitor). The drug is Clc1ccc([C@H](Cn2ccnc2)OCc2c(Cl)cccc2Cl)c(Cl)c1.